From a dataset of Forward reaction prediction with 1.9M reactions from USPTO patents (1976-2016). Predict the product of the given reaction. (1) Given the reactants [C:1]([C:5]1[CH:9]=[C:8]([NH:10][C:11]([NH:13][C@@H:14]2[C:23]3[C:18](=[CH:19][CH:20]=[CH:21][CH:22]=3)[C@H:17]([O:24][C:25]3[CH:26]=[CH:27][C:28]4[N:29]([C:31]([N:34]5[C@H:39]([CH3:40])[CH2:38][CH2:37][CH2:36][C@@H:35]5[CH3:41])=[N:32][N:33]=4)[CH:30]=3)[CH2:16][CH2:15]2)=[O:12])[N:7]([C:42]2[CH:43]=[N:44][N:45]([CH2:47][CH2:48][O:49]S(C)(=O)=O)[CH:46]=2)[N:6]=1)([CH3:4])([CH3:3])[CH3:2].CCN(C(C)C)C(C)C.[NH:63]1[CH2:68][CH2:67][O:66][CH2:65][CH2:64]1, predict the reaction product. The product is: [CH:48]([OH:49])=[O:66].[C:1]([C:5]1[CH:9]=[C:8]([NH:10][C:11]([NH:13][C@@H:14]2[C:23]3[C:18](=[CH:19][CH:20]=[CH:21][CH:22]=3)[C@H:17]([O:24][C:25]3[CH:26]=[CH:27][C:28]4[N:29]([C:31]([N:34]5[C@H:35]([CH3:41])[CH2:36][CH2:37][CH2:38][C@@H:39]5[CH3:40])=[N:32][N:33]=4)[CH:30]=3)[CH2:16][CH2:15]2)=[O:12])[N:7]([C:42]2[CH:43]=[N:44][N:45]([CH2:47][CH2:48][N:63]3[CH2:68][CH2:67][O:66][CH2:65][CH2:64]3)[CH:46]=2)[N:6]=1)([CH3:3])([CH3:4])[CH3:2]. (2) Given the reactants Br[C:2]1[CH:3]=[C:4]([CH:8]=[CH:9][C:10]=1[O:11][CH3:12])[N:5]([CH3:7])[CH3:6].[Cl:13][C:14]1[CH:15]=[C:16]2[C:20](=[CH:21][CH:22]=1)[NH:19][C:18](=[O:23])[C:17]2=[O:24], predict the reaction product. The product is: [Cl:13][C:14]1[CH:15]=[C:16]2[C:20](=[CH:21][CH:22]=1)[NH:19][C:18](=[O:23])[C:17]2([C:2]1[CH:3]=[C:4]([N:5]([CH3:7])[CH3:6])[CH:8]=[CH:9][C:10]=1[O:11][CH3:12])[OH:24]. (3) Given the reactants C(OC(=O)[NH:7][CH:8]1[CH2:12][CH2:11][N:10]([C:13]2[CH:14]=[N:15][C:16]([O:22][C:23]3[CH:28]=[CH:27][C:26]([O:29][C:30]4[CH:35]=[CH:34][CH:33]=[CH:32][CH:31]=4)=[CH:25][CH:24]=3)=[C:17]([C:19](=[O:21])[NH2:20])[CH:18]=2)[CH2:9]1)(C)(C)C.Cl, predict the reaction product. The product is: [NH2:7][CH:8]1[CH2:12][CH2:11][N:10]([C:13]2[CH:14]=[N:15][C:16]([O:22][C:23]3[CH:28]=[CH:27][C:26]([O:29][C:30]4[CH:35]=[CH:34][CH:33]=[CH:32][CH:31]=4)=[CH:25][CH:24]=3)=[C:17]([CH:18]=2)[C:19]([NH2:20])=[O:21])[CH2:9]1. (4) The product is: [CH3:21][O:20][C:19]1[CH:18]=[C:17]2[C:13]([CH:14]=[N:15][NH:16]2)=[CH:12][C:11]=1[NH:10][C:9]1[C:4]2[CH:3]=[C:2]([S:30]([C:27]3[CH:28]=[CH:29][C:24]([CH3:23])=[CH:25][CH:26]=3)(=[O:32])=[O:31])[NH:22][C:5]=2[N:6]=[CH:7][N:8]=1. Given the reactants Br[C:2]1[NH:22][C:5]2[N:6]=[CH:7][N:8]=[C:9]([NH:10][C:11]3[CH:12]=[C:13]4[C:17](=[CH:18][C:19]=3[O:20][CH3:21])[NH:16][N:15]=[CH:14]4)[C:4]=2[CH:3]=1.[CH3:23][C:24]1[CH:29]=[CH:28][C:27]([S:30]([O-:32])=[O:31])=[CH:26][CH:25]=1.[Na+], predict the reaction product. (5) Given the reactants Br[CH2:2][CH2:3][C:4]1[CH:5]=[C:6]2[C:11](=[CH:12][CH:13]=1)[N:10]=[CH:9][CH:8]=[CH:7]2.[C:14]1([C:20]2[CH:21]=[CH:22][C:23](=[O:26])[NH:24][N:25]=2)[CH:19]=[CH:18][CH:17]=[CH:16][CH:15]=1.[OH-].[K+].O, predict the reaction product. The product is: [C:14]1([C:20]2[CH:21]=[CH:22][C:23](=[O:26])[N:24]([CH2:2][CH2:3][C:4]3[CH:5]=[C:6]4[C:11](=[CH:12][CH:13]=3)[N:10]=[CH:9][CH:8]=[CH:7]4)[N:25]=2)[CH:15]=[CH:16][CH:17]=[CH:18][CH:19]=1. (6) Given the reactants Br[CH2:2][CH2:3][CH2:4][CH2:5][CH2:6][C:7]1[C:13]2[CH:14]=[CH:15][C:16]([OH:18])=[CH:17][C:12]=2[CH2:11][CH2:10][CH2:9][C:8]=1[C:19]1[CH:24]=[CH:23][CH:22]=[C:21]([OH:25])[CH:20]=1.[CH3:26][NH:27][CH2:28][CH2:29][CH2:30][CH2:31][S:32]([CH2:35][CH2:36][CH2:37][C:38]([F:44])([F:43])[C:39]([F:42])([F:41])[F:40])(=[O:34])=[O:33], predict the reaction product. The product is: [OH:25][C:21]1[CH:20]=[C:19]([C:8]2[CH2:9][CH2:10][CH2:11][C:12]3[CH:17]=[C:16]([OH:18])[CH:15]=[CH:14][C:13]=3[C:7]=2[CH2:6][CH2:5][CH2:4][CH2:3][CH2:2][N:27]([CH3:26])[CH2:28][CH2:29][CH2:30][CH2:31][S:32]([CH2:35][CH2:36][CH2:37][C:38]([F:44])([F:43])[C:39]([F:40])([F:41])[F:42])(=[O:34])=[O:33])[CH:24]=[CH:23][CH:22]=1. (7) Given the reactants C([Li])(C)(C)C.[F:6][C:7]1[CH:12]=[C:11](I)[CH:10]=[C:9]([F:14])[C:8]=1[O:15][CH3:16].[Br:17][C:18]1[CH:19]=[C:20]([C:25]([C:33]2[C:34]([C:39]#[N:40])=[N:35][CH:36]=[CH:37][CH:38]=2)=[N:26]S(C(C)(C)C)=O)[CH:21]=[CH:22][C:23]=1[F:24].Cl.CO, predict the reaction product. The product is: [Br:17][C:18]1[CH:19]=[C:20]([C:25]2([C:11]3[CH:12]=[C:7]([F:6])[C:8]([O:15][CH3:16])=[C:9]([F:14])[CH:10]=3)[C:33]3[C:34](=[N:35][CH:36]=[CH:37][CH:38]=3)[C:39]([NH2:40])=[N:26]2)[CH:21]=[CH:22][C:23]=1[F:24].